Dataset: Full USPTO retrosynthesis dataset with 1.9M reactions from patents (1976-2016). Task: Predict the reactants needed to synthesize the given product. (1) Given the product [C:25]([C:24]1[CH:28]=[CH:29][CH:30]=[CH:31][C:23]=1[S:22][C:2]1[CH:10]=[C:9]([F:11])[CH:8]=[CH:7][C:3]=1[C:4]([OH:6])=[O:5])([OH:27])=[O:26], predict the reactants needed to synthesize it. The reactants are: Br[C:2]1[CH:10]=[C:9]([F:11])[CH:8]=[CH:7][C:3]=1[C:4]([OH:6])=[O:5].BrC1C=CC=CC=1C(O)=O.[SH:22][C:23]1[CH:31]=[CH:30][CH:29]=[CH:28][C:24]=1[C:25]([OH:27])=[O:26]. (2) Given the product [F:25][C:22]1[CH:21]=[CH:20][C:19]([CH2:18][CH2:17][C:14]2[CH:15]=[CH:16][C:11]([S:8]([C:5]3[CH:4]=[CH:3][C:2]([F:1])=[CH:7][CH:6]=3)(=[O:10])=[O:9])=[N:12][CH:13]=2)=[CH:24][CH:23]=1, predict the reactants needed to synthesize it. The reactants are: [F:1][C:2]1[CH:7]=[CH:6][C:5]([S:8]([C:11]2[CH:16]=[CH:15][C:14](/[CH:17]=[CH:18]/[C:19]3[CH:24]=[CH:23][C:22]([F:25])=[CH:21][CH:20]=3)=[CH:13][N:12]=2)(=[O:10])=[O:9])=[CH:4][CH:3]=1.C(O)(=O)C.[H][H]. (3) Given the product [C:1]([O:5][C:6]([NH:8][CH2:9][C:10]1[CH:11]=[C:12]([C:17]2[S:18][C:19]([NH:44][CH3:43])=[C:20]([C:22]([NH:24][C:25]3[CH:30]=[CH:29][CH:28]=[CH:27][C:26]=3[CH2:31][C:32]([O:34][C:35]([CH3:38])([CH3:37])[CH3:36])=[O:33])=[O:23])[N:21]=2)[CH:13]=[C:14]([F:16])[CH:15]=1)=[O:7])([CH3:4])([CH3:3])[CH3:2], predict the reactants needed to synthesize it. The reactants are: [C:1]([O:5][C:6]([NH:8][CH2:9][C:10]1[CH:11]=[C:12]([C:17]2[S:18][C:19](Cl)=[C:20]([C:22]([NH:24][C:25]3[CH:30]=[CH:29][CH:28]=[CH:27][C:26]=3[CH2:31][C:32]([O:34][C:35]([CH3:38])([CH3:37])[CH3:36])=[O:33])=[O:23])[N:21]=2)[CH:13]=[C:14]([F:16])[CH:15]=1)=[O:7])([CH3:4])([CH3:3])[CH3:2].CN.C[CH2:43][N:44](C(C)C)C(C)C.CS(C)=O. (4) Given the product [Cl:1][C:2]1[CH:3]=[C:4]([C@H:9]2[C:18]3[C:13](=[CH:14][CH:15]=[CH:16][CH:17]=3)[CH:12]([OH:19])[CH:11]([CH:20]([NH:23][CH3:22])[CH3:21])[CH2:10]2)[CH:5]=[CH:6][C:7]=1[Cl:8], predict the reactants needed to synthesize it. The reactants are: [Cl:1][C:2]1[CH:3]=[C:4]([C@H:9]2[C:18]3[C:13](=[CH:14][CH:15]=[CH:16][CH:17]=3)[C:12](=[O:19])/[C:11](=[CH:20]/[CH3:21])/[CH2:10]2)[CH:5]=[CH:6][C:7]=1[Cl:8].[CH3:22][NH2:23].[BH4-].[Na+]. (5) Given the product [C:39]([C:34]1[CH:35]=[CH:36][CH:37]=[CH:38][C:33]=1[O:32][C:18]1[CH:17]=[CH:16][C:15]([C:4]2[CH:5]=[CH:6][C:7]([Cl:13])=[C:8]([C:9]([OH:11])=[O:10])[CH:12]=2)=[CH:20][C:19]=1[NH:21][C:22]([NH:24][C:25]1[CH:26]=[CH:27][C:28]([CH3:31])=[CH:29][CH:30]=1)=[O:23])([CH3:42])([CH3:40])[CH3:41], predict the reactants needed to synthesize it. The reactants are: B([C:4]1[CH:5]=[CH:6][C:7]([Cl:13])=[C:8]([CH:12]=1)[C:9]([OH:11])=[O:10])(O)O.Br[C:15]1[CH:16]=[CH:17][C:18]([O:32][C:33]2[CH:38]=[CH:37][CH:36]=[CH:35][C:34]=2[C:39]([CH3:42])([CH3:41])[CH3:40])=[C:19]([NH:21][C:22]([NH:24][C:25]2[CH:30]=[CH:29][C:28]([CH3:31])=[CH:27][CH:26]=2)=[O:23])[CH:20]=1.C(=O)([O-])[O-].[K+].[K+].